The task is: Predict which catalyst facilitates the given reaction.. This data is from Catalyst prediction with 721,799 reactions and 888 catalyst types from USPTO. (1) Reactant: [N:1]1[CH:6]=[CH:5][CH:4]=[C:3]([C:7]2[CH:8]=[C:9]3[C:14]4=[C:15]([CH2:17][CH2:18][N:13]4[C:12](=O)[CH2:11][CH2:10]3)[CH:16]=2)[CH:2]=1.COC1C=CC(P2(SP(C3C=CC(OC)=CC=3)(=S)S2)=[S:29])=CC=1.Cl. Product: [N:1]1[CH:6]=[CH:5][CH:4]=[C:3]([C:7]2[CH:8]=[C:9]3[C:14]4=[C:15]([CH2:17][CH2:18][N:13]4[C:12](=[S:29])[CH2:11][CH2:10]3)[CH:16]=2)[CH:2]=1. The catalyst class is: 247. (2) The catalyst class is: 86. Reactant: [CH3:1][O:2][C:3]1[CH:4]=[C:5]([CH3:13])[CH:6]=[C:7]([O:11]C)[C:8]=1[O:9][CH3:10].C1(C)C=CC(S(O)(=O)=[O:21])=CC=1.OO.[N+]([O-])(O)=O. Product: [CH3:10][O:9][C:8]1[C:7](=[O:11])[CH:6]=[C:5]([CH3:13])[C:4](=[O:21])[C:3]=1[O:2][CH3:1].